The task is: Regression/Classification. Given a drug SMILES string, predict its absorption, distribution, metabolism, or excretion properties. Task type varies by dataset: regression for continuous measurements (e.g., permeability, clearance, half-life) or binary classification for categorical outcomes (e.g., BBB penetration, CYP inhibition). For this dataset (solubility_aqsoldb), we predict Y.. This data is from Aqueous solubility values for 9,982 compounds from the AqSolDB database. (1) The compound is O=C(O)c1cccc(C(=O)O)c1[N+](=O)[O-]. The Y is -1.99 log mol/L. (2) The drug is CC(O)COCc1c(Cl)ccc(Cl)c1Cl. The Y is -3.57 log mol/L. (3) The molecule is CC(C)(C#N)N=NC(C)(C)C#N. The Y is -2.71 log mol/L. (4) The compound is O=C(O)c1c(O)cccc1O. The Y is -1.21 log mol/L. (5) The molecule is CSc1cc(SC)c(N)c(C)c1N. The Y is -2.86 log mol/L. (6) The molecule is Nc1ccn(C2CC(F)C(CO)O2)c(=O)n1. The Y is -1.18 log mol/L. (7) The Y is -1.35 log mol/L. The compound is Cn1c(=O)c2[nH]cnc2n(C)c1=O.